Dataset: Catalyst prediction with 721,799 reactions and 888 catalyst types from USPTO. Task: Predict which catalyst facilitates the given reaction. Reactant: [C:1](#[N:4])[CH:2]=[CH2:3].[C:5](O)([C:7](F)(F)F)=O.[CH2:12]([NH2:19])[C:13]1[CH:18]=[CH:17][CH:16]=[CH:15][CH:14]=1.C([O-])(O)=O.[Na+]. Product: [CH2:12]([N:19]1[CH2:7][CH2:5][CH:2]([C:1]#[N:4])[CH2:3]1)[C:13]1[CH:18]=[CH:17][CH:16]=[CH:15][CH:14]=1. The catalyst class is: 2.